Task: Predict the reaction yield, written as a fraction of the theoretical maximum amount of product (1.0 means a 100% yield; for example, 0.34 means a 34% yield).. Dataset: Reaction yield outcomes from USPTO patents with 853,638 reactions (1) The reactants are [CH3:1][C:2]1[O:6][N:5]=[C:4]([C:7]2[CH:12]=[CH:11][CH:10]=[CH:9][CH:8]=2)[C:3]=1[CH2:13][O:14][C:15]1[CH:23]=[CH:22][C:18]([C:19]([OH:21])=O)=[CH:17][N:16]=1.[NH2:24][CH2:25][C:26]1[S:27][CH:28]=[C:29]([C:31]#[N:32])[N:30]=1. No catalyst specified. The product is [C:31]([C:29]1[N:30]=[C:26]([CH2:25][NH:24][C:19](=[O:21])[C:18]2[CH:22]=[CH:23][C:15]([O:14][CH2:13][C:3]3[C:4]([C:7]4[CH:8]=[CH:9][CH:10]=[CH:11][CH:12]=4)=[N:5][O:6][C:2]=3[CH3:1])=[N:16][CH:17]=2)[S:27][CH:28]=1)#[N:32]. The yield is 0.680. (2) The reactants are [CH3:1][C:2]1[S:3][C:4]([C:8]([OH:10])=O)=[C:5]([CH3:7])[N:6]=1.C1C=CC2N(O)N=NC=2C=1.CCN=C=NCCCN(C)C.C(N(C(C)C)CC)(C)C.[CH3:41][C:42]12[CH2:49][CH:46]([NH:47][CH2:48]1)[CH2:45][C:44]([CH3:51])([CH3:50])[CH2:43]2. The catalyst is C1COCC1.O. The product is [CH3:1][C:2]1[S:3][C:4]([C:8]([N:47]2[CH2:48][C:42]3([CH3:41])[CH2:49][CH:46]2[CH2:45][C:44]([CH3:51])([CH3:50])[CH2:43]3)=[O:10])=[C:5]([CH3:7])[N:6]=1. The yield is 0.170. (3) No catalyst specified. The reactants are [CH2:1]([N:3]1[CH:7]=[C:6]([C:8]2[S:16][C:15]3[C:10](=[N:11][CH:12]=[CH:13][C:14]=3[O:17][C:18]3[CH:23]=[CH:22][C:21]([NH2:24])=[CH:20][C:19]=3[F:25])[CH:9]=2)[N:5]=[CH:4]1)[CH3:2].C(N1C=C(C2SC3C(=NC=CC=3OC3C=CC(NC(NC(=O)CC4C=CC=CC=4F)=S)=CC=3F)C=2)N=C1)C.[CH3:64][O:65][C:66]1[CH:71]=[CH:70][CH:69]=[CH:68][C:67]=1[CH2:72][C:73]([N:75]=[C:76]=[S:77])=[O:74]. The product is [CH2:1]([N:3]1[CH:7]=[C:6]([C:8]2[S:16][C:15]3[C:10](=[N:11][CH:12]=[CH:13][C:14]=3[O:17][C:18]3[CH:23]=[CH:22][C:21]([NH:24][C:76]([NH:75][C:73](=[O:74])[CH2:72][C:67]4[CH:68]=[CH:69][CH:70]=[CH:71][C:66]=4[O:65][CH3:64])=[S:77])=[CH:20][C:19]=3[F:25])[CH:9]=2)[N:5]=[CH:4]1)[CH3:2]. The yield is 0.820. (4) The reactants are [F:1][C:2]([F:12])([F:11])[C:3]1[CH:10]=[CH:9][C:6]([CH:7]=O)=[CH:5][CH:4]=1.[NH2:13][C:14]1[S:15][C:16]([S:19]([C:22]2[CH:27]=[CH:26][C:25]([N+:28]([O-:30])=[O:29])=[CH:24][CH:23]=2)(=[O:21])=[O:20])=[CH:17][N:18]=1.C([O:33][C:34](=O)[C:35]([OH:48])=[CH:36][C:37]([C:39]1[CH:44]=[CH:43][C:42]([CH:45]([CH3:47])[CH3:46])=[CH:41][CH:40]=1)=[O:38])C. No catalyst specified. The product is [OH:48][C:35]1[C:34](=[O:33])[N:13]([C:14]2[S:15][C:16]([S:19]([C:22]3[CH:23]=[CH:24][C:25]([N+:28]([O-:30])=[O:29])=[CH:26][CH:27]=3)(=[O:20])=[O:21])=[CH:17][N:18]=2)[CH:7]([C:6]2[CH:9]=[CH:10][C:3]([C:2]([F:12])([F:11])[F:1])=[CH:4][CH:5]=2)[C:36]=1[C:37](=[O:38])[C:39]1[CH:44]=[CH:43][C:42]([CH:45]([CH3:47])[CH3:46])=[CH:41][CH:40]=1. The yield is 0.110. (5) The reactants are [CH3:1][O:2][C:3]1[CH:8]=[CH:7][C:6]([C:9]2[N:13]([CH2:14][C:15]3[CH:23]=[CH:22][C:18]([C:19](O)=[O:20])=[CH:17][CH:16]=3)[N:12]=[CH:11][CH:10]=2)=[CH:5][C:4]=1[O:24][C@@H:25]1[CH2:29][CH2:28][O:27][CH2:26]1.Cl.CN(C)CCCN=C=NCC.[CH3:42][O:43][C:44]1[CH:49]=[CH:48][C:47]([S:50]([NH2:53])(=[O:52])=[O:51])=[CH:46][CH:45]=1.C([O-])(O)=O.[Na+]. The catalyst is CN(C)C1C=CN=CC=1.C(OCC)(=O)C.O.C(Cl)Cl. The product is [CH3:42][O:43][C:44]1[CH:45]=[CH:46][C:47]([S:50]([NH:53][C:19](=[O:20])[C:18]2[CH:17]=[CH:16][C:15]([CH2:14][N:13]3[C:9]([C:6]4[CH:7]=[CH:8][C:3]([O:2][CH3:1])=[C:4]([O:24][C@@H:25]5[CH2:29][CH2:28][O:27][CH2:26]5)[CH:5]=4)=[CH:10][CH:11]=[N:12]3)=[CH:23][CH:22]=2)(=[O:52])=[O:51])=[CH:48][CH:49]=1. The yield is 0.740. (6) The reactants are [OH:1][C:2]1[CH:3]=[CH:4][C:5]2[N:9]=[C:8]([CH2:10][O:11][C:12]3[CH:13]=[C:14]([CH:19]=[CH:20][CH:21]=3)[C:15]([O:17][CH3:18])=[O:16])[N:7]([CH3:22])[C:6]=2[CH:23]=1.[Br:24][C:25]1[C:26](F)=[N:27][CH:28]=[C:29]([F:31])[CH:30]=1.N1C2C(=CC=C3C=2N=CC=C3)C=CC=1.C(=O)([O-])[O-].[Cs+].[Cs+]. The catalyst is [Cu](I)I.CN(C=O)C. The product is [Br:24][C:25]1[C:26]([O:1][C:2]2[CH:3]=[CH:4][C:5]3[N:9]=[C:8]([CH2:10][O:11][C:12]4[CH:13]=[C:14]([CH:19]=[CH:20][CH:21]=4)[C:15]([O:17][CH3:18])=[O:16])[N:7]([CH3:22])[C:6]=3[CH:23]=2)=[N:27][CH:28]=[C:29]([F:31])[CH:30]=1. The yield is 0.540. (7) The reactants are CC(C)([Si](C)(C)[O:5][CH2:6][CH2:7][C:8]([C:20]1[S:21][C:22]([C:25]2[CH:30]=[CH:29][CH:28]=[C:27]([NH:31][C:32]3[N:37]=[C:36]([C:38]([F:41])([F:40])[F:39])[CH:35]=[CH:34][N:33]=3)[CH:26]=2)=[CH:23][N:24]=1)([OH:19])[CH2:9][CH2:10][O:11][Si](C)(C)C(C)(C)C)C.CCCC[N+](CCCC)(CCCC)CCCC.[F-]. The catalyst is C1COCC1. The product is [F:41][C:38]([F:39])([F:40])[C:36]1[CH:35]=[CH:34][N:33]=[C:32]([NH:31][C:27]2[CH:26]=[C:25]([C:22]3[S:21][C:20]([C:8]([OH:19])([CH2:9][CH2:10][OH:11])[CH2:7][CH2:6][OH:5])=[N:24][CH:23]=3)[CH:30]=[CH:29][CH:28]=2)[N:37]=1. The yield is 0.618.